This data is from Full USPTO retrosynthesis dataset with 1.9M reactions from patents (1976-2016). The task is: Predict the reactants needed to synthesize the given product. (1) Given the product [Cl:1][C:2]1[CH:7]=[CH:6][CH:5]=[CH:4][C:3]=1[N:8]1[C:12]([O:13][C:14]2[CH:19]=[CH:18][CH:17]=[CH:16][C:15]=2[NH:20][C:21]([NH:22][C:23]2[CH:24]=[CH:25][C:26]([CH:29]3[CH2:34][CH2:33][NH:32][CH2:31][CH2:30]3)=[CH:27][CH:28]=2)=[O:42])=[CH:11][C:10]([CH3:43])=[N:9]1, predict the reactants needed to synthesize it. The reactants are: [Cl:1][C:2]1[CH:7]=[CH:6][CH:5]=[CH:4][C:3]=1[N:8]1[C:12]([O:13][C:14]2[CH:19]=[CH:18][CH:17]=[CH:16][C:15]=2[NH:20][C:21](=[O:42])[NH:22][C:23]2[CH:28]=[CH:27][C:26]([CH:29]3[CH2:34][CH2:33][N:32](C(OC(C)(C)C)=O)[CH2:31][CH2:30]3)=[CH:25][CH:24]=2)=[CH:11][C:10]([CH3:43])=[N:9]1. (2) The reactants are: [Cl:1][C:2]1[C:3]([O:29][C:30]2[CH:31]=[C:32]([C:38]3[CH:43]=[CH:42][CH:41]=[CH:40][C:39]=3[F:44])[C:33]([Cl:37])=[CH:34][C:35]=2I)=[CH:4][C:5]([F:28])=[C:6]([S:8]([N:11]([CH2:17][C:18]2[CH:23]=[CH:22][C:21]([O:24][CH3:25])=[CH:20][C:19]=2[O:26][CH3:27])[C:12]2[S:13][CH:14]=[N:15][N:16]=2)(=[O:10])=[O:9])[CH:7]=1.C([Sn](CCCC)(CCCC)[C:50]1[CH:55]=[CH:54][N:53]=[N:52][CH:51]=1)CCC.[F-].[Cs+].C(#N)C. Given the product [Cl:1][C:2]1[C:3]([O:29][C:30]2[CH:31]=[C:32]([C:38]3[CH:43]=[CH:42][CH:41]=[CH:40][C:39]=3[F:44])[C:33]([Cl:37])=[CH:34][C:35]=2[C:50]2[CH:55]=[CH:54][N:53]=[N:52][CH:51]=2)=[CH:4][C:5]([F:28])=[C:6]([S:8]([N:11]([CH2:17][C:18]2[CH:23]=[CH:22][C:21]([O:24][CH3:25])=[CH:20][C:19]=2[O:26][CH3:27])[C:12]2[S:13][CH:14]=[N:15][N:16]=2)(=[O:10])=[O:9])[CH:7]=1, predict the reactants needed to synthesize it. (3) The reactants are: [Cl:1][C:2]1[C:7]([NH2:8])=[CH:6][C:5]([C:9]2[N:13]([CH3:14])[N:12]=[N:11][C:10]=2[CH3:15])=[CH:4][N:3]=1.[CH3:16][O:17][C:18]([C:20]1[CH:25]=[CH:24][C:23](B(O)O)=[CH:22][CH:21]=1)=[O:19].N1C=CC=CC=1.[OH-].[NH4+]. Given the product [Cl:1][C:2]1[C:7]([NH:8][C:23]2[CH:24]=[CH:25][C:20]([C:18]([O:17][CH3:16])=[O:19])=[CH:21][CH:22]=2)=[CH:6][C:5]([C:9]2[N:13]([CH3:14])[N:12]=[N:11][C:10]=2[CH3:15])=[CH:4][N:3]=1, predict the reactants needed to synthesize it. (4) Given the product [F:19][C:2]([F:1])([F:20])[C:3]1[CH:8]=[CH:7][C:6]2[C:12](=[O:14])[C:11]3[C:10]([NH:9][C:5]=2[CH:4]=1)=[CH:18][CH:17]=[CH:16][CH:15]=3, predict the reactants needed to synthesize it. The reactants are: [F:1][C:2]([F:20])([F:19])[C:3]1[CH:4]=[C:5]([NH:9][C:10]2[C:11](=[CH:15][CH:16]=[CH:17][CH:18]=2)[C:12]([OH:14])=O)[CH:6]=[CH:7][CH:8]=1.N[C@H](C(C(OCC1C=CC=CC=1)=O)=O)CCSC.C(=O)([O-])[O-].[Na+].[Na+]. (5) Given the product [CH:1]1([C:4]([N:25]2[CH2:26][CH:27]=[C:28]([C:31]3[S:39][C:38]4[C:37]([C:40]5[CH:41]=[CH:42][C:43]([NH:46][S:47]([CH:50]6[CH2:52][CH2:51]6)(=[O:48])=[O:49])=[CH:44][CH:45]=5)=[N:36][CH:35]=[N:34][C:33]=4[CH:32]=3)[CH2:29][CH2:30]2)=[O:6])[CH2:3][CH2:2]1, predict the reactants needed to synthesize it. The reactants are: [CH:1]1([C:4]([OH:6])=O)[CH2:3][CH2:2]1.N1(OC(N(C)C)=[N+](C)C)C2C=CC=CC=2N=N1.Cl.[NH:25]1[CH2:30][CH:29]=[C:28]([C:31]2[S:39][C:38]3[C:37]([C:40]4[CH:45]=[CH:44][C:43]([NH:46][S:47]([CH:50]5[CH2:52][CH2:51]5)(=[O:49])=[O:48])=[CH:42][CH:41]=4)=[N:36][CH:35]=[N:34][C:33]=3[CH:32]=2)[CH2:27][CH2:26]1.C(N(CC)C(C)C)(C)C.